From a dataset of Peptide-MHC class I binding affinity with 185,985 pairs from IEDB/IMGT. Regression. Given a peptide amino acid sequence and an MHC pseudo amino acid sequence, predict their binding affinity value. This is MHC class I binding data. (1) The MHC is HLA-A31:01 with pseudo-sequence HLA-A31:01. The peptide sequence is PAAEFRRVAH. The binding affinity (normalized) is 0.155. (2) The peptide sequence is THYSGNIVH. The MHC is HLA-A68:02 with pseudo-sequence HLA-A68:02. The binding affinity (normalized) is 0.0847. (3) The peptide sequence is ATKRYPGVM. The MHC is HLA-A02:03 with pseudo-sequence HLA-A02:03. The binding affinity (normalized) is 0.0158. (4) The peptide sequence is YFTFDLTAL. The MHC is HLA-A80:01 with pseudo-sequence HLA-A80:01. The binding affinity (normalized) is 0.0847. (5) The peptide sequence is LKGPDIYKGV. The MHC is H-2-Db with pseudo-sequence H-2-Db. The binding affinity (normalized) is 0. (6) The peptide sequence is SQMPPQKIM. The MHC is HLA-B15:09 with pseudo-sequence HLA-B15:09. The binding affinity (normalized) is 0.478. (7) The peptide sequence is FPPTSFGPL. The MHC is HLA-B53:01 with pseudo-sequence HLA-B53:01. The binding affinity (normalized) is 0.108. (8) The peptide sequence is RAAHRRQSV. The MHC is HLA-C12:03 with pseudo-sequence HLA-C12:03. The binding affinity (normalized) is 0.659. (9) The binding affinity (normalized) is 0.0847. The MHC is HLA-A80:01 with pseudo-sequence HLA-A80:01. The peptide sequence is PHDPDFLVL.